From a dataset of TCR-epitope binding with 47,182 pairs between 192 epitopes and 23,139 TCRs. Binary Classification. Given a T-cell receptor sequence (or CDR3 region) and an epitope sequence, predict whether binding occurs between them. (1) The epitope is IVDTVSALV. The TCR CDR3 sequence is CASSLGTSFRTDTQYF. Result: 0 (the TCR does not bind to the epitope). (2) The TCR CDR3 sequence is CASSLETGTEAFF. Result: 0 (the TCR does not bind to the epitope). The epitope is EIYKRWII. (3) The epitope is KAFSPEVIPMF. The TCR CDR3 sequence is CASSPGQGGYEQYF. Result: 1 (the TCR binds to the epitope). (4) The epitope is RPRGEVRFL. The TCR CDR3 sequence is CASGDRGWDQPQHF. Result: 0 (the TCR does not bind to the epitope). (5) The epitope is GTSGSPIINR. The TCR CDR3 sequence is CASSEGEAVYNSPLHF. Result: 0 (the TCR does not bind to the epitope). (6) The epitope is KEIDRLNEV. The TCR CDR3 sequence is CAWSVASGNEQFF. Result: 0 (the TCR does not bind to the epitope). (7) The epitope is RLRAEAQVK. The TCR CDR3 sequence is CASSYGAGGYNEQFF. Result: 1 (the TCR binds to the epitope).